Dataset: Catalyst prediction with 721,799 reactions and 888 catalyst types from USPTO. Task: Predict which catalyst facilitates the given reaction. (1) The catalyst class is: 1. Product: [C:14]([O:1][C:2]1[CH:11]=[C:10]2[C:5]([C:6]([CH3:13])=[CH:7][C:8](=[O:12])[O:9]2)=[CH:4][CH:3]=1)(=[O:21])[C:15]1[CH:20]=[CH:19][CH:18]=[CH:17][CH:16]=1. Reactant: [OH:1][C:2]1[CH:11]=[C:10]2[C:5]([C:6]([CH3:13])=[CH:7][C:8](=[O:12])[O:9]2)=[CH:4][CH:3]=1.[C:14](Cl)(=[O:21])[C:15]1[CH:20]=[CH:19][CH:18]=[CH:17][CH:16]=1.CCN(CC)CC. (2) Reactant: [Cl:1][C:2]1[CH:7]=[CH:6][C:5]([CH2:8][OH:9])=[CH:4][N:3]=1.[H-].[Na+].[CH3:12]I. Product: [Cl:1][C:2]1[CH:7]=[CH:6][C:5]([CH2:8][O:9][CH3:12])=[CH:4][N:3]=1. The catalyst class is: 1. (3) Reactant: Cl[C:2]1[C:7]2[N:8]=[CH:9][N:10]([CH3:11])[C:6]=2[C:5]([C:12]([O:14][CH2:15][CH3:16])=[O:13])=[CH:4][N:3]=1.[Cl:17][C:18]1[CH:19]=[C:20]([CH:22]=[CH:23][CH:24]=1)[NH2:21].CS(O)(=O)=O. Product: [Cl:17][C:18]1[CH:19]=[C:20]([NH:21][C:2]2[C:7]3[N:8]=[CH:9][N:10]([CH3:11])[C:6]=3[C:5]([C:12]([O:14][CH2:15][CH3:16])=[O:13])=[CH:4][N:3]=2)[CH:22]=[CH:23][CH:24]=1. The catalyst class is: 12. (4) Reactant: [OH:1][CH2:2][C:3]1[N:4]=[N:5][N:6]([CH3:38])[C:7]=1[C:8]1[CH:20]=[N:19][C:18]2[C:17]3[CH:16]=[CH:15][C:14]([C:21]([OH:24])([CH3:23])[CH3:22])=[CH:13][C:12]=3[N:11]([C@H:25]([C:32]3[CH:37]=[CH:36][CH:35]=[CH:34][CH:33]=3)[CH:26]3[CH2:31][CH2:30][O:29][CH2:28][CH2:27]3)[C:10]=2[CH:9]=1.[CH3:39][S:40](Cl)(=[O:42])=[O:41]. Product: [CH3:39][S:40]([O:1][CH2:2][C:3]1[N:4]=[N:5][N:6]([CH3:38])[C:7]=1[C:8]1[CH:20]=[N:19][C:18]2[C:17]3[CH:16]=[CH:15][C:14]([C:21]([OH:24])([CH3:23])[CH3:22])=[CH:13][C:12]=3[N:11]([C@H:25]([C:32]3[CH:37]=[CH:36][CH:35]=[CH:34][CH:33]=3)[CH:26]3[CH2:27][CH2:28][O:29][CH2:30][CH2:31]3)[C:10]=2[CH:9]=1)(=[O:42])=[O:41]. The catalyst class is: 91. (5) Reactant: [CH3:1][O:2][C:3](=[O:15])[C:4]1[CH:9]=[C:8]([O:10][CH3:11])[CH:7]=[C:6]([O:12][CH3:13])[C:5]=1Br. Product: [CH3:1][O:2][C:3]([C:4]1[C:5]([C:9]2[C:4]([C:3]([O:2][CH3:1])=[O:15])=[CH:5][C:6]([O:12][CH3:13])=[CH:7][C:8]=2[O:10][CH3:11])=[C:6]([O:12][CH3:13])[CH:7]=[C:8]([O:10][CH3:11])[CH:9]=1)=[O:15]. The catalyst class is: 3. (6) Reactant: [H-].[Na+].[CH3:3][O:4][C:5](=[O:25])[C@H:6]([CH2:15][C:16]1[CH:21]=[C:20]([CH3:22])[C:19]([OH:23])=[C:18]([CH3:24])[CH:17]=1)[NH:7][C:8]([O:10][C:11]([CH3:14])([CH3:13])[CH3:12])=[O:9].Cl[CH2:27][C:28]1[C:36]2[O:35][C:34]([C:37]3[CH:42]=[CH:41][CH:40]=[CH:39][CH:38]=3)=[N:33][C:32]=2[CH:31]=[CH:30][CH:29]=1.C(OCC)(=O)C. Product: [CH3:3][O:4][C:5](=[O:25])[C@H:6]([CH2:15][C:16]1[CH:17]=[C:18]([CH3:24])[C:19]([O:23][CH2:27][C:28]2[C:36]3[O:35][C:34]([C:37]4[CH:42]=[CH:41][CH:40]=[CH:39][CH:38]=4)=[N:33][C:32]=3[CH:31]=[CH:30][CH:29]=2)=[C:20]([CH3:22])[CH:21]=1)[NH:7][C:8]([O:10][C:11]([CH3:14])([CH3:13])[CH3:12])=[O:9]. The catalyst class is: 16. (7) Reactant: ClCCl.[O:4]=[C:5]1[NH:9][C@H:8]([C:10]([O:12][CH2:13][CH3:14])=[O:11])[CH2:7][CH2:6]1.F[B-](F)(F)F.[CH3:20][O+](C)C.C(=O)([O-])O.[Na+]. Product: [CH3:20][O:4][C:5]1[CH2:6][CH2:7][C@@H:8]([C:10]([O:12][CH2:13][CH3:14])=[O:11])[N:9]=1. The catalyst class is: 6. (8) Reactant: [C:1](Cl)(=[O:5])[CH2:2][CH2:3][CH3:4].[F:7][C:8]([F:20])([F:19])[C:9]1[CH:17]=[C:16]2[C:12]([C:13]([NH2:18])=[N:14][NH:15]2)=[CH:11][CH:10]=1. The catalyst class is: 17. Product: [F:20][C:8]([F:7])([F:19])[C:9]1[CH:17]=[C:16]2[C:12]([C:13]([NH:18][C:1](=[O:5])[CH2:2][CH2:3][CH3:4])=[N:14][NH:15]2)=[CH:11][CH:10]=1.